Dataset: Forward reaction prediction with 1.9M reactions from USPTO patents (1976-2016). Task: Predict the product of the given reaction. Given the reactants [C:1]([O:5][C:6]([NH:8][C@H:9]1[CH2:14][CH2:13][N:12](CC2C=CC=CC=2)[CH2:11][C@H:10]1[CH3:22])=[O:7])([CH3:4])([CH3:3])[CH3:2], predict the reaction product. The product is: [C:1]([O:5][C:6]([NH:8][C@H:9]1[CH2:14][CH2:13][NH:12][CH2:11][C@H:10]1[CH3:22])=[O:7])([CH3:4])([CH3:2])[CH3:3].